Task: Binary Classification. Given a miRNA mature sequence and a target amino acid sequence, predict their likelihood of interaction.. Dataset: Experimentally validated miRNA-target interactions with 360,000+ pairs, plus equal number of negative samples (1) The miRNA is hsa-miR-6740-5p with sequence AGUUUGGGAUGGAGAGAGGAGA. The protein sequence of the target gene is MANRGPSYGLSREVQEKIEQKYDADLENKLVDWIILQCAEDIEHPPPGRAHFQKWLMDGTVLCKLINSLYPPGQEPIPKISESKMAFKQMEQISQFLKAAETYGVRTTDIFQTVDLWEGKDMAAVQRTLMALGSVAVTKDDGCYRGEPSWFHRKAQQNRRGFSEEQLRQGQNVIGLQMGSNKGASQAGMTGYGMPRQIM. Result: 0 (no interaction). (2) The miRNA is hsa-miR-6819-5p with sequence UUGGGGUGGAGGGCCAAGGAGC. The protein sequence of the target gene is MPFLHGFRRIIFEYQPLVDAILGSLGIQDPERQESLDRPSYVASEESRILVLTELLERKAHSPFYQEGVSNALLKMAELGLTRAADVLLRHGANLNFEDPVTYYTALHIAVLRNQPDMVELLVHHGADVNRRDRIHESSPLDLASEEPERLPCLQRLLDLGADVNAADKHGKTALLHALASSDGVQIHNTENIRLLLEGGADVKATTKDGDTVFTCIIFLLGETVGGDKEEAQMINRFCFQVTRLLLAHGADPSECPAHESLTHICLKSFKLHFPLLRFLLESGAAYNCSLHGASCWSGF.... Result: 1 (interaction). (3) The miRNA is hsa-miR-6799-5p with sequence GGGGAGGUGUGCAGGGCUGG. The protein sequence of the target gene is MEAGNQTGFLEFILLGLSEDPELQPFIFGLFLSMYLVTVLGNLLIILAISSDSHLHTPMYFFLSNLSWVDICFSTCIVPKMLVNIQTENKAISYMDCLTQVYFSMFFPILDTLLLTVMAYDRFVAVCHPLHYMIIMNPHLCGLLVFVTWLIGVMTSLLHISLMMHLIFCKDFEIPHFFCELTYILQLACSDTFLNSTLIYFMTGVLGVFPLLGIIFSYSRIASSIRKMSSSGGKQKALSTCGSHLSVVSLFYGTGIGVHFTSAVTHSSQKISVASVMYTVVTPMLNPFIYSLRNKDVKGA.... Result: 1 (interaction).